From a dataset of Catalyst prediction with 721,799 reactions and 888 catalyst types from USPTO. Predict which catalyst facilitates the given reaction. (1) Reactant: [F:1][C:2]([F:36])([F:35])[C:3]1[CH:8]=[C:7]([C:9]2[CH:14]=[CH:13][C:12]([C:15]([F:18])([F:17])[F:16])=[CH:11][CH:10]=2)[N:6]=[C:5]([C:19]2[CH:24]=[CH:23][N:22]=[C:21]([C:25]3[CH:26]=[C:27]([S:31]([NH2:34])(=[O:33])=[O:32])[CH:28]=[CH:29][CH:30]=3)[CH:20]=2)[N:4]=1.[C:37](O[C:37](=[O:40])[CH2:38][CH3:39])(=[O:40])[CH2:38][CH3:39].C(O)(=O)CC. Product: [C:37]([NH:34][S:31]([C:27]1[CH:28]=[CH:29][CH:30]=[C:25]([C:21]2[CH:20]=[C:19]([C:5]3[N:4]=[C:3]([C:2]([F:1])([F:35])[F:36])[CH:8]=[C:7]([C:9]4[CH:10]=[CH:11][C:12]([C:15]([F:18])([F:17])[F:16])=[CH:13][CH:14]=4)[N:6]=3)[CH:24]=[CH:23][N:22]=2)[CH:26]=1)(=[O:33])=[O:32])(=[O:40])[CH2:38][CH3:39]. The catalyst class is: 250. (2) Reactant: Br[C:2]1[CH:7]=[CH:6][C:5]([C:8]2[C:9]3[N:10]([N:14]=[C:15]([Cl:17])[N:16]=3)[CH:11]=[CH:12][CH:13]=2)=[CH:4][CH:3]=1.[CH3:18][PH:19]([CH3:21])=[O:20].CC1(C)C2C=CC=C(P(C3C=CC=CC=3)C3C=CC=CC=3)C=2OC2C1=CC=CC=2P(C1C=CC=CC=1)C1C=CC=CC=1.C(=O)([O-])[O-].[Cs+].[Cs+]. Product: [Cl:17][C:15]1[N:16]=[C:9]2[C:8]([C:5]3[CH:6]=[CH:7][C:2]([P:19]([CH3:21])([CH3:18])=[O:20])=[CH:3][CH:4]=3)=[CH:13][CH:12]=[CH:11][N:10]2[N:14]=1. The catalyst class is: 584. (3) Reactant: [H-].[Li+].[O:3]=[C:4]1[C:9]([C:10]([O:12][CH3:13])=[O:11])=[CH:8][CH:7]=[CH:6][NH:5]1.I[CH3:15]. Product: [CH3:15][N:5]1[CH:6]=[CH:7][CH:8]=[C:9]([C:10]([O:12][CH3:13])=[O:11])[C:4]1=[O:3]. The catalyst class is: 31. (4) Reactant: C1C=C(Cl)C=C(C(OO)=O)C=1.[CH2:12]([O:19][C:20]1[CH:21]=[CH:22][C:23]2[C:24]3[N:32]([CH2:33][CH2:34][CH2:35][CH2:36][NH:37][C:38](=[O:44])[O:39][C:40]([CH3:43])([CH3:42])[CH3:41])[C:31]([CH2:45][CH3:46])=[N:30][C:25]=3[CH:26]=[N:27][C:28]=2[CH:29]=1)[C:13]1[CH:18]=[CH:17][CH:16]=[CH:15][CH:14]=1.[OH-].[NH4+:48].C1(C)C=CC(S(Cl)(=O)=O)=CC=1. Product: [NH2:48][C:26]1[C:25]2[N:30]=[C:31]([CH2:45][CH3:46])[N:32]([CH2:33][CH2:34][CH2:35][CH2:36][NH:37][C:38](=[O:44])[O:39][C:40]([CH3:41])([CH3:42])[CH3:43])[C:24]=2[C:23]2[CH:22]=[CH:21][C:20]([O:19][CH2:12][C:13]3[CH:14]=[CH:15][CH:16]=[CH:17][CH:18]=3)=[CH:29][C:28]=2[N:27]=1. The catalyst class is: 22. (5) Reactant: [CH3:1][C:2]1[CH:11]=[CH:10][C:9]([N+:12]([O-])=O)=[CH:8][C:3]=1[C:4]([O:6]C)=[O:5].[CH3:15]O. Product: [CH3:15][C:11]1[C:2]([CH3:1])=[C:3]([CH:8]=[C:9]([NH2:12])[CH:10]=1)[C:4]([OH:6])=[O:5]. The catalyst class is: 45. (6) Reactant: [CH3:1][O:2][C:3]1[CH:4]=[C:5]([NH2:15])[CH:6]=[CH:7][C:8]=1[N:9]1[CH:13]=[C:12]([CH3:14])[N:11]=[CH:10]1.C([N:24]=[C:25]=[S:26])(=O)C1C=CC=CC=1.C(=O)([O-])[O-].[K+].[K+]. Product: [CH3:1][O:2][C:3]1[CH:4]=[C:5]([NH:15][C:25]([NH2:24])=[S:26])[CH:6]=[CH:7][C:8]=1[N:9]1[CH:13]=[C:12]([CH3:14])[N:11]=[CH:10]1. The catalyst class is: 20. (7) Reactant: [C:1]([O:7][C:8]([CH3:11])([CH3:10])[CH3:9])(=[O:6])[CH2:2][C:3]([CH3:5])=O.[N+:12]([C:15]1[CH:22]=[CH:21][CH:20]=[CH:19][C:16]=1[CH:17]=O)([O-:14])=[O:13].[NH4+:23].[OH-:24]. Product: [CH3:5][C:3]1[NH:23][C:3]([CH3:5])=[C:2]([C:1]([O:7][C:8]([CH3:11])([CH3:10])[CH3:9])=[O:24])[CH:17]([C:16]2[CH:19]=[CH:20][CH:21]=[CH:22][C:15]=2[N+:12]([O-:14])=[O:13])[C:2]=1[C:1]([O:7][C:8]([CH3:11])([CH3:10])[CH3:9])=[O:6]. The catalyst class is: 14. (8) Reactant: O1CCCC1CCO.[CH2:9]([N:16]1[C:20](/[CH:21]=[CH:22]/[C:23]([O:25][CH2:26][CH3:27])=[O:24])=[CH:19][C:18]([O:28]CC2C=CC=CC=2)=[N:17]1)[C:10]1[CH:15]=[CH:14][CH:13]=[CH:12][CH:11]=1. Product: [CH2:9]([N:16]1[C:20]([CH2:21][CH2:22][C:23]([O:25][CH2:26][CH3:27])=[O:24])=[CH:19][C:18]([OH:28])=[N:17]1)[C:10]1[CH:11]=[CH:12][CH:13]=[CH:14][CH:15]=1. The catalyst class is: 719. (9) Reactant: [CH2:1]([C:5]1[N:6]=[C:7]([CH3:27])[NH:8][C:9](=[O:26])[C:10]=1[CH2:11][C:12]1[CH:17]=[CH:16][C:15]([C:18]2[C:19]([C:24]#[N:25])=[CH:20][CH:21]=[CH:22][CH:23]=2)=[CH:14][CH:13]=1)[CH2:2][CH2:3][CH3:4].[H-].[Na+].CN(C)C=O.Br[CH2:36][C:37]1[CH:42]=[CH:41][C:40]([C:43]([CH3:46])([CH3:45])[CH3:44])=[CH:39][CH:38]=1. Product: [CH2:1]([C:5]1[N:6]=[C:7]([CH3:27])[N:8]([CH2:36][C:37]2[CH:42]=[CH:41][C:40]([C:43]([CH3:46])([CH3:45])[CH3:44])=[CH:39][CH:38]=2)[C:9](=[O:26])[C:10]=1[CH2:11][C:12]1[CH:17]=[CH:16][C:15]([C:18]2[C:19]([C:24]#[N:25])=[CH:20][CH:21]=[CH:22][CH:23]=2)=[CH:14][CH:13]=1)[CH2:2][CH2:3][CH3:4]. The catalyst class is: 13.